The task is: Predict the reactants needed to synthesize the given product.. This data is from Full USPTO retrosynthesis dataset with 1.9M reactions from patents (1976-2016). (1) Given the product [CH3:1][O:2][C:3]([C:5]1[N:6]=[C:7]([CH2:10][NH2:11])[S:8][CH:9]=1)=[O:4], predict the reactants needed to synthesize it. The reactants are: [CH3:1][O:2][C:3]([C:5]1[N:6]=[C:7]([CH2:10][NH:11]C(OC(C)(C)C)=O)[S:8][CH:9]=1)=[O:4].Cl. (2) Given the product [NH2:51][C:30]1[N:31]=[C:32]2[CH:33]=[C:28]([C:26]3[CH:27]=[C:22]([C:43](=[O:44])[NH:42][CH2:41][CH2:40][NH:39][C:38](=[O:50])[CH2:37][CH2:36][CH2:35][S:34]2)[C:23]([CH3:53])=[CH:24][C:25]=3[CH3:52])[N:29]=1, predict the reactants needed to synthesize it. The reactants are: C1(OC)C=CC=CC=1.FC(F)(F)C(O)=O.C(OC(=O)[C:22]1[CH:27]=[C:26]([C:28]2[CH:33]=[C:32]([S:34][CH2:35][CH2:36][CH2:37][C:38](=[O:50])[NH:39][CH2:40][CH2:41][NH:42][C:43](OC(C)(C)C)=[O:44])[N:31]=[C:30]([NH2:51])[N:29]=2)[C:25]([CH3:52])=[CH:24][C:23]=1[CH3:53])(C)(C)C.ON1C2C=CC=CC=2N=N1.C(N(C(C)C)CC)(C)C.Cl.C(N=C=NCCCN(C)C)C. (3) Given the product [Br:1][C:2]1[CH:3]=[CH:4][C:5]([CH2:8][O:9][S:18]([CH3:17])(=[O:20])=[O:19])=[N:6][CH:7]=1, predict the reactants needed to synthesize it. The reactants are: [Br:1][C:2]1[CH:3]=[CH:4][C:5]([CH2:8][OH:9])=[N:6][CH:7]=1.C(N(CC)CC)C.[CH3:17][S:18](Cl)(=[O:20])=[O:19].C(=O)(O)[O-].[Na+]. (4) The reactants are: [Cl:1][C:2]1[CH:3]=[C:4]([CH:13]2[CH2:18][CH2:17][CH2:16][CH2:15][CH2:14]2)[C:5]2[O:9][CH:8]([CH2:10][OH:11])[CH2:7][C:6]=2[CH:12]=1.[C:19]1([CH3:29])[CH:24]=[CH:23][C:22]([S:25](Cl)(=[O:27])=[O:26])=[CH:21][CH:20]=1.C(N(C(C)C)CC)(C)C.CC1C=CC(S(OCC2CC3C=CC=C(OC)C=3O2)(=O)=O)=CC=1. Given the product [CH3:29][C:19]1[CH:24]=[CH:23][C:22]([S:25]([O:11][CH2:10][CH:8]2[CH2:7][C:6]3[CH:12]=[C:2]([Cl:1])[CH:3]=[C:4]([CH:13]4[CH2:14][CH2:15][CH2:16][CH2:17][CH2:18]4)[C:5]=3[O:9]2)(=[O:27])=[O:26])=[CH:21][CH:20]=1, predict the reactants needed to synthesize it. (5) The reactants are: [CH3:1][C:2]1[CH:11]=[CH:10][C:9]2[C:4](=[CH:5][CH:6]=[CH:7][C:8]=2[N:12]2[CH2:17][CH2:16][N:15]([CH2:18][CH2:19][C:20]3[CH:21]=[C:22]([CH:24]=[CH:25][CH:26]=3)[NH2:23])[CH2:14][CH2:13]2)[N:3]=1.[C:27]([O:31][C:32]([N:34]1[CH2:40][CH2:39][CH2:38][C@H:35]1[CH:36]=O)=[O:33])([CH3:30])([CH3:29])[CH3:28].C(O[BH-](OC(=O)C)OC(=O)C)(=O)C.[Na+]. Given the product [CH3:1][C:2]1[CH:11]=[CH:10][C:9]2[C:4](=[CH:5][CH:6]=[CH:7][C:8]=2[N:12]2[CH2:13][CH2:14][N:15]([CH2:18][CH2:19][C:20]3[CH:21]=[C:22]([NH:23][CH2:36][CH:35]4[CH2:38][CH2:39][CH2:40][N:34]4[C:32]([O:31][C:27]([CH3:28])([CH3:30])[CH3:29])=[O:33])[CH:24]=[CH:25][CH:26]=3)[CH2:16][CH2:17]2)[N:3]=1, predict the reactants needed to synthesize it. (6) Given the product [C:30]([C@H:26]1[CH2:27][CH2:28][CH2:29][N:25]1[C:23]([C:22]1[CH:21]=[C:20]([N:16]2[C:17]3[C:13](=[CH:12][C:11]([O:10][C@H:9]([C:36]4[CH:41]=[CH:40][CH:39]=[CH:38][CH:37]=4)[C@@H:8]([NH:7][C:3](=[O:5])[C:2]([NH2:1])=[O:6])[CH3:42])=[CH:19][CH:18]=3)[CH:14]=[N:15]2)[CH:35]=[CH:34][CH:33]=1)=[O:24])(=[O:31])[NH2:32], predict the reactants needed to synthesize it. The reactants are: [NH2:1][C:2](=[O:6])[C:3]([OH:5])=O.[NH2:7][C@@H:8]([CH3:42])[C@@H:9]([C:36]1[CH:41]=[CH:40][CH:39]=[CH:38][CH:37]=1)[O:10][C:11]1[CH:12]=[C:13]2[C:17](=[CH:18][CH:19]=1)[N:16]([C:20]1[CH:21]=[C:22]([CH:33]=[CH:34][CH:35]=1)[C:23]([N:25]1[CH2:29][CH2:28][CH2:27][C@@H:26]1[C:30]([NH2:32])=[O:31])=[O:24])[N:15]=[CH:14]2. (7) Given the product [NH2:19][C:15]1[C:16]([F:18])=[CH:17][N:12]([S:9]([C:6]2[CH:5]=[CH:4][C:3]([Cl:2])=[CH:8][CH:7]=2)(=[O:11])=[O:10])[C:13](=[O:24])[N:14]=1, predict the reactants needed to synthesize it. The reactants are: Cl.[Cl:2][C:3]1[CH:8]=[CH:7][C:6]([S:9]([N:12]2[CH:17]=[C:16]([F:18])[C:15]([N:19]=CN(C)C)=[N:14][C:13]2=[O:24])(=[O:11])=[O:10])=[CH:5][CH:4]=1.